This data is from Full USPTO retrosynthesis dataset with 1.9M reactions from patents (1976-2016). The task is: Predict the reactants needed to synthesize the given product. (1) Given the product [C:25]([CH:23]([C:22]([C:15]1[CH:16]=[C:17]([CH3:21])[CH:18]=[C:19]([CH3:20])[C:14]=1[C:11]([CH3:13])([CH3:12])[CH2:10][CH2:9][OH:8])=[O:32])[NH2:24])([O:27][C:28]([CH3:31])([CH3:30])[CH3:29])=[O:26], predict the reactants needed to synthesize it. The reactants are: [Si]([O:8][CH2:9][CH2:10][C:11]([C:14]1[C:19]([CH3:20])=[CH:18][C:17]([CH3:21])=[CH:16][C:15]=1[C:22](=[O:32])[CH:23]([C:25]([O:27][C:28]([CH3:31])([CH3:30])[CH3:29])=[O:26])[NH2:24])([CH3:13])[CH3:12])(C(C)(C)C)(C)C.C1COCC1.O. (2) Given the product [Na+:35].[N:27]1([C:22]2[O:21][C:20]([C:9]3[C:10]4[S:11][C:12]5[C:17](=[CH:16][CH:15]=[CH:14][CH:13]=5)[S:18][C:19]=4[C:6]([O:5][CH2:4][C:3]([O-:33])=[O:2])=[CH:7][CH:8]=3)=[CH:25][C:24](=[O:26])[CH:23]=2)[CH2:32][CH2:31][O:30][CH2:29][CH2:28]1, predict the reactants needed to synthesize it. The reactants are: C[O:2][C:3](=[O:33])[CH2:4][O:5][C:6]1[C:19]2[S:18][C:17]3[C:12](=[CH:13][CH:14]=[CH:15][CH:16]=3)[S:11][C:10]=2[C:9]([C:20]2[O:21][C:22]([N:27]3[CH2:32][CH2:31][O:30][CH2:29][CH2:28]3)=[CH:23][C:24](=[O:26])[CH:25]=2)=[CH:8][CH:7]=1.[OH-].[Na+:35].